Dataset: Forward reaction prediction with 1.9M reactions from USPTO patents (1976-2016). Task: Predict the product of the given reaction. (1) Given the reactants [CH2:1]([N:4]1[C:8]2[C:9]([O:17][C@H:18]3[CH2:22][N:21](C(OC(C)(C)C)=O)[C@H:20]([C:30]([O:32][CH3:33])=[O:31])[CH2:19]3)=[N:10][C:11]3[CH:12]=[CH:13][CH:14]=[CH:15][C:16]=3[C:7]=2[C:6]([CH3:34])=[CH:5]1)[CH:2]=[CH2:3], predict the reaction product. The product is: [CH2:1]([N:4]1[C:8]2[C:9]([O:17][C@H:18]3[CH2:22][NH:21][C@H:20]([C:30]([O:32][CH3:33])=[O:31])[CH2:19]3)=[N:10][C:11]3[CH:12]=[CH:13][CH:14]=[CH:15][C:16]=3[C:7]=2[C:6]([CH3:34])=[CH:5]1)[CH:2]=[CH2:3]. (2) Given the reactants [I:1][C:2]1[C:7]([CH3:8])=[CH:6][C:5]([NH:9][C:10](=[O:13])[CH:11]=[CH2:12])=[C:4]([CH3:14])[CH:3]=1.CN(C)C=O.[NH:20]1[CH2:25][CH2:24][CH:23]([O:26][C:27](=[O:41])[NH:28][C:29]2[CH:34]=[CH:33][CH:32]=[CH:31][C:30]=2[C:35]2[CH:40]=[CH:39][CH:38]=[CH:37][CH:36]=2)[CH2:22][CH2:21]1, predict the reaction product. The product is: [I:1][C:2]1[C:7]([CH3:8])=[CH:6][C:5]([NH:9][C:10]([CH2:11][CH2:12][N:20]2[CH2:21][CH2:22][CH:23]([O:26][C:27](=[O:41])[NH:28][C:29]3[CH:34]=[CH:33][CH:32]=[CH:31][C:30]=3[C:35]3[CH:40]=[CH:39][CH:38]=[CH:37][CH:36]=3)[CH2:24][CH2:25]2)=[O:13])=[C:4]([CH3:14])[CH:3]=1. (3) Given the reactants [CH3:1][N:2]1[CH:6]=[C:5]([NH:7][C:8]2[N:13]=[C:12]3[N:14]([CH2:17][CH:18]4[CH2:23][CH2:22][CH2:21][N:20](C(OC(C)(C)C)=O)[CH2:19]4)[N:15]=[CH:16][C:11]3=[CH:10][N:9]=2)[CH:4]=[N:3]1.FC(F)(F)C(O)=O, predict the reaction product. The product is: [CH3:1][N:2]1[CH:6]=[C:5]([NH:7][C:8]2[N:13]=[C:12]3[N:14]([CH2:17][CH:18]4[CH2:23][CH2:22][CH2:21][NH:20][CH2:19]4)[N:15]=[CH:16][C:11]3=[CH:10][N:9]=2)[CH:4]=[N:3]1. (4) Given the reactants [CH3:1][C:2]1[C:3]([C:9]([O:11]CC)=[O:10])=[N:4][O:5][C:6]=1[CH:7]=[CH2:8].CO.[OH-].[Na+], predict the reaction product. The product is: [CH3:1][C:2]1[C:3]([C:9]([OH:11])=[O:10])=[N:4][O:5][C:6]=1[CH:7]=[CH2:8]. (5) The product is: [Br:1][C:2]1[CH:3]=[CH:4][C:5]2[N:9]=[C:10]([CH:46]3[CH2:47][C:45]3([F:51])[F:44])[N:8]([CH3:11])[C:6]=2[CH:7]=1. Given the reactants [Br:1][C:2]1[CH:7]=[C:6]([NH2:8])[C:5]([NH:9][CH3:10])=[CH:4][CH:3]=1.[CH3:11]N(C(ON1N=NC2C=CC=NC1=2)=[N+](C)C)C.F[P-](F)(F)(F)(F)F.C(N(CC)C(C)C)(C)C.[F:44][C:45]1([F:51])[CH2:47][CH:46]1C(O)=O, predict the reaction product. (6) Given the reactants [Si:1]([O:8][C@@H:9]1[C@@:32]2([CH3:33])[C:13](=[CH:14][CH:15]=[C:16]3[C@@H:31]2[CH2:30][CH2:29][C@@:28]2([CH3:34])[C@H:17]3[CH2:18][CH2:19][C@@H:20]2[C@@H:21]([O:23][CH2:24][C:25]([OH:27])=[O:26])[CH3:22])[CH2:12][C@@H:11]([O:35][Si:36]([C:39]([CH3:42])([CH3:41])[CH3:40])([CH3:38])[CH3:37])[CH2:10]1)([C:4]([CH3:7])([CH3:6])[CH3:5])([CH3:3])[CH3:2].[CH3:43][CH2:44][CH:45](O)[CH2:46][CH3:47].C1(N=C=NC2CCCCC2)CCCCC1, predict the reaction product. The product is: [Si:1]([O:8][C@@H:9]1[C@@:32]2([CH3:33])[C:13](=[CH:14][CH:15]=[C:16]3[C@@H:31]2[CH2:30][CH2:29][C@@:28]2([CH3:34])[C@H:17]3[CH2:18][CH2:19][C@@H:20]2[C@@H:21]([O:23][CH2:24][C:25]([O:27][CH:45]([CH2:46][CH3:47])[CH2:44][CH3:43])=[O:26])[CH3:22])[CH2:12][C@@H:11]([O:35][Si:36]([C:39]([CH3:41])([CH3:40])[CH3:42])([CH3:37])[CH3:38])[CH2:10]1)([C:4]([CH3:7])([CH3:6])[CH3:5])([CH3:3])[CH3:2]. (7) Given the reactants [Cl:1][C:2]1[CH:7]=[CH:6][C:5]([N:8]2[C:13](=[O:14])[C:12]3[CH:15]=[N:16][N:17]([C:18]4[CH:23]=[CH:22][CH:21]=[CH:20][CH:19]=4)[C:11]=3[N:10]=[C:9]2[C:24]2[CH:36]=[CH:35][C:27]([C:28]([N:30]=[CH:31][N:32](C)C)=O)=[CH:26][CH:25]=2)=[CH:4][CH:3]=1.O.[NH2:38]N, predict the reaction product. The product is: [Cl:1][C:2]1[CH:3]=[CH:4][C:5]([N:8]2[C:13](=[O:14])[C:12]3[CH:15]=[N:16][N:17]([C:18]4[CH:23]=[CH:22][CH:21]=[CH:20][CH:19]=4)[C:11]=3[N:10]=[C:9]2[C:24]2[CH:36]=[CH:35][C:27]([C:28]3[NH:38][N:32]=[CH:31][N:30]=3)=[CH:26][CH:25]=2)=[CH:6][CH:7]=1. (8) Given the reactants [C:1]1([C:7]2[CH:12]=[CH:11][CH:10]=[CH:9][CH:8]=2)[CH:6]=[CH:5][CH:4]=[CH:3][CH:2]=1.C([C:16]1[CH:21]=[CH:20][C:19](B(O)O)=[CH:18][CH:17]=1)CC.OCC(C)(CO)C.CC(C)=O, predict the reaction product. The product is: [C:1]1([C:7]2[C:8]([C:16]3[CH:21]=[CH:20][CH:19]=[CH:18][CH:17]=3)=[CH:9][CH:10]=[CH:11][CH:12]=2)[CH:6]=[CH:5][CH:4]=[CH:3][CH:2]=1. (9) Given the reactants C[N:2](C)/[CH:3]=[CH:4]\[C:5]([C:7]1[CH:12]=[CH:11][CH:10]=[CH:9][N:8]=1)=O.O.[NH2:15]N, predict the reaction product. The product is: [NH:2]1[CH:3]=[CH:4][C:5]([C:7]2[CH:12]=[CH:11][CH:10]=[CH:9][N:8]=2)=[N:15]1.